From a dataset of Full USPTO retrosynthesis dataset with 1.9M reactions from patents (1976-2016). Predict the reactants needed to synthesize the given product. (1) Given the product [CH3:25][O:26][C:27]1[CH:28]=[C:29]([CH:32]=[CH:33][C:34]=1[O:35][CH3:36])[CH2:30][NH:31][C:5]1[C:4]([F:16])=[C:3]([S:17]([NH2:20])(=[O:19])=[O:18])[C:2]([F:1])=[C:7]([NH:31][CH2:30][C:29]2[CH:32]=[CH:33][C:34]([O:35][CH3:36])=[C:27]([O:26][CH3:25])[CH:28]=2)[C:6]=1[S:9]([CH2:12][CH2:13][OH:14])(=[O:11])=[O:10], predict the reactants needed to synthesize it. The reactants are: [F:1][C:2]1[C:7](F)=[C:6]([S:9]([CH2:12][CH2:13][OH:14])(=[O:11])=[O:10])[C:5](F)=[C:4]([F:16])[C:3]=1[S:17]([NH2:20])(=[O:19])=[O:18].CS(C)=O.[CH3:25][O:26][C:27]1[CH:28]=[C:29]([CH:32]=[CH:33][C:34]=1[O:35][CH3:36])[CH2:30][NH2:31]. (2) Given the product [CH3:20][C:10]([CH3:21])([CH2:9][NH:8][C:3]1[CH:4]=[CH:5][CH:6]=[CH:7][C:2]=1[NH:1][C:34](=[O:35])[CH2:33][NH:32][C:30]([O:29][CH2:28][C:22]1[CH:23]=[CH:24][CH:25]=[CH:26][CH:27]=1)=[O:31])[CH2:11][NH:12][C:13](=[O:19])[O:14][C:15]([CH3:16])([CH3:18])[CH3:17], predict the reactants needed to synthesize it. The reactants are: [NH2:1][C:2]1[CH:7]=[CH:6][CH:5]=[CH:4][C:3]=1[NH:8][CH2:9][C:10]([CH3:21])([CH3:20])[CH2:11][NH:12][C:13](=[O:19])[O:14][C:15]([CH3:18])([CH3:17])[CH3:16].[C:22]1([CH2:28][O:29][C:30]([NH:32][CH2:33][C:34](NC2C=CC=CC=2NC2CCN(C(OC(C)(C)C)=O)CC2)=[O:35])=[O:31])[CH:27]=[CH:26][CH:25]=[CH:24][CH:23]=1. (3) Given the product [Br:1][C:2]1[C:3]2[N:11]([CH2:12][CH3:13])[C:10]([C:14]3[C:15]([NH2:19])=[N:16][O:18][N:17]=3)=[N:9][C:4]=2[C:5]([Cl:8])=[N:6][CH:7]=1, predict the reactants needed to synthesize it. The reactants are: [Br:1][C:2]1[C:3]2[N:11]([CH2:12][CH3:13])[C:10]([C:14](=[N:17][OH:18])[C:15]#[N:16])=[N:9][C:4]=2[C:5]([Cl:8])=[N:6][CH:7]=1.[NH2:19]O. (4) The reactants are: S(C1C=CC(C)=CC=1)(O)(=O)=O.[NH:12]1[CH2:16][CH2:15][N:14]=[C:13]1[NH2:17].[Na].[NH2:19][C:20]1[C:21]([C:28](OC(C)=CC(=O)NC(C)(C)C)=[O:29])=[N:22][C:23]([Cl:27])=[C:24]([NH2:26])[N:25]=1. Given the product [NH2:19][C:20]1[C:21]([C:28]([NH:17][C:13]2[NH:14][CH2:15][CH2:16][N:12]=2)=[O:29])=[N:22][C:23]([Cl:27])=[C:24]([NH2:26])[N:25]=1, predict the reactants needed to synthesize it. (5) The reactants are: [NH2:1][CH2:2][CH:3]1[CH2:9][CH2:8][C:7]2=[C:10]([NH2:14])[CH:11]=[CH:12][CH:13]=[C:6]2[CH2:5][CH2:4]1.[NH2:15]CC1CCC2C=C(N)C=CC=2CC1.CN(C(ON1N=NC2C1=CC=CC=2)=[N+](C)C)C.F[P-](F)(F)(F)(F)F.ON1C2C=CC=CC=2N=N1.C(N(C(C)C)CC)(C)C.[C:72]([C:74]1[CH:75]=[C:76]([CH:92]([CH3:94])[CH3:93])[C:77]2[O:81][C:80]([C:82]3[CH:90]=[CH:89][C:85]([C:86](O)=[O:87])=[CH:84][CH:83]=3)=[N:79][C:78]=2[CH:91]=1)#[N:73].ClCCl. Given the product [NH2:14][C:10]1[C:7]2[CH2:8][CH2:9][CH:3]([CH2:2][NH:1][C:86](=[O:87])[C:85]3[CH:84]=[CH:83][C:82]([C:80]4[O:81][C:77]5[C:76]([CH:92]([CH3:94])[CH3:93])=[CH:75][C:74]([C:72]#[N:73])=[CH:91][C:78]=5[N:79]=4)=[CH:90][CH:89]=3)[CH2:4][CH2:5][C:6]=2[CH:13]=[CH:12][CH:11]=1.[NH2:15][C:12]1[CH:11]=[CH:10][C:7]2[CH2:8][CH2:9][CH:3]([CH2:2][NH2:1])[CH2:4][CH2:5][C:6]=2[CH:13]=1, predict the reactants needed to synthesize it. (6) Given the product [CH:1]1([C:4]2[N:5]=[CH:6][C:7]([O:10][C@H:11]3[CH2:19][N:14]4[CH2:15][CH2:16][N:17]([C:28](=[O:29])[CH2:27][C:24]5[CH:25]=[CH:26][C:21]([F:20])=[CH:22][CH:23]=5)[CH2:18][C@@H:13]4[CH2:12]3)=[N:8][CH:9]=2)[CH2:3][CH2:2]1, predict the reactants needed to synthesize it. The reactants are: [CH:1]1([C:4]2[N:5]=[CH:6][C:7]([O:10][C@H:11]3[CH2:19][N:14]4[CH2:15][CH2:16][NH:17][CH2:18][C@@H:13]4[CH2:12]3)=[N:8][CH:9]=2)[CH2:3][CH2:2]1.[F:20][C:21]1[CH:26]=[CH:25][C:24]([CH2:27][C:28](O)=[O:29])=[CH:23][CH:22]=1.C(N=C=NCCCN(C)C)C.O.OC1C2N=NNC=2C=CC=1.C(N(C(C)C)CC)(C)C.